From a dataset of Full USPTO retrosynthesis dataset with 1.9M reactions from patents (1976-2016). Predict the reactants needed to synthesize the given product. (1) Given the product [OH:15][C:16]1[CH:21]=[C:20]([CH3:22])[N:13]([C:11]2[C:10]([CH3:14])=[N:9][NH:8][CH:12]=2)[C:18](=[O:19])[CH:17]=1, predict the reactants needed to synthesize it. The reactants are: C(OC([N:8]1[CH:12]=[C:11]([NH2:13])[C:10]([CH3:14])=[N:9]1)=O)(C)(C)C.[OH:15][C:16]1[CH:21]=[C:20]([CH3:22])[O:19][C:18](=O)[CH:17]=1. (2) Given the product [Cl:1][C:2]1[N:7]=[C:6]([NH:12][CH:13]([CH2:17][C:18]([F:21])([F:20])[F:19])[C:14]([NH2:16])=[O:15])[CH:5]=[N:4][C:3]=1[C:9]#[N:10], predict the reactants needed to synthesize it. The reactants are: [Cl:1][C:2]1[C:3]([C:9]#[N:10])=[N:4][CH:5]=[C:6](Cl)[N:7]=1.Cl.[NH2:12][CH:13]([CH2:17][C:18]([F:21])([F:20])[F:19])[C:14]([NH2:16])=[O:15].CCN(C(C)C)C(C)C.O. (3) Given the product [N:1]([CH:4]([C:6]1[N:7]=[C:8]2[S:16][CH:15]=[C:14]([CH3:17])[N:9]2[C:10](=[O:13])[C:11]=1[C:23]1[CH:24]=[C:19]([F:18])[CH:20]=[CH:21][C:22]=1[F:25])[CH3:5])=[N+:2]=[N-:3], predict the reactants needed to synthesize it. The reactants are: [N:1]([CH:4]([C:6]1[N:7]=[C:8]2[S:16][CH:15]=[C:14]([CH3:17])[N:9]2[C:10](=[O:13])[C:11]=1Br)[CH3:5])=[N+:2]=[N-:3].[F:18][C:19]1[CH:24]=[CH:23][C:22]([F:25])=[CH:21][C:20]=1B(O)O.C(=O)([O-])[O-].[Na+].[Na+].O. (4) Given the product [Cl:58][C:37]1[CH:36]=[C:35]([NH:67][C:61]2[CH:62]=[CH:63][CH:64]=[C:65]([Cl:66])[C:60]=2[Cl:59])[CH:40]=[CH:39][C:38]=1[C:41]([C:43]1[CH:48]=[C:47]([N:49]2[CH:53]=[C:52]([CH2:54][CH2:55][OH:56])[N:51]=[N:50]2)[CH:46]=[CH:45][C:44]=1[CH3:57])=[O:42], predict the reactants needed to synthesize it. The reactants are: FC1C=C(F)C=CC=1NC1C=CC(C(C2C=C(N3C=C(CCO)N=N3)C=CC=2C)=O)=C(C)C=1.Br[C:35]1[CH:40]=[CH:39][C:38]([C:41]([C:43]2[CH:48]=[C:47]([N:49]3[CH:53]=[C:52]([CH2:54][CH2:55][OH:56])[N:51]=[N:50]3)[CH:46]=[CH:45][C:44]=2[CH3:57])=[O:42])=[C:37]([Cl:58])[CH:36]=1.[Cl:59][C:60]1[C:65]([Cl:66])=[CH:64][CH:63]=[CH:62][C:61]=1[NH2:67]. (5) Given the product [S:5]1[CH:6]=[CH:7][CH:8]=[C:4]1[C:1](=[O:3])[CH:2]=[O:10], predict the reactants needed to synthesize it. The reactants are: [C:1]([C:4]1[S:5][CH:6]=[CH:7][CH:8]=1)(=[O:3])[CH3:2].[Se](=O)=[O:10]. (6) Given the product [CH3:19][O:18][C:16]1[CH:15]=[C:14]([CH2:20][OH:21])[CH:13]=[C:12]([N:11]=[CH:7][C:6]2[CH:5]=[N:4][C:3]([O:2][CH3:1])=[CH:10][CH:9]=2)[CH:17]=1, predict the reactants needed to synthesize it. The reactants are: [CH3:1][O:2][C:3]1[CH:10]=[CH:9][C:6]([CH:7]=O)=[CH:5][N:4]=1.[NH2:11][C:12]1[CH:13]=[C:14]([CH2:20][OH:21])[CH:15]=[C:16]([O:18][CH3:19])[CH:17]=1. (7) Given the product [CH3:9][C:10]([CH3:15])([CH3:14])[C:11]([NH:8][C:4]1[CH:3]=[C:2]([CH3:1])[CH:7]=[CH:6][N:5]=1)=[O:12], predict the reactants needed to synthesize it. The reactants are: [CH3:1][C:2]1[CH:7]=[CH:6][N:5]=[C:4]([NH2:8])[CH:3]=1.[CH3:9][C:10]([CH3:15])([CH3:14])[C:11](Cl)=[O:12].O.C([O-])(O)=O.[Na+].